Dataset: Catalyst prediction with 721,799 reactions and 888 catalyst types from USPTO. Task: Predict which catalyst facilitates the given reaction. (1) Reactant: [Br:1][C:2]1[CH:3]=[C:4]([NH:8][C:9]2[C:10]3[CH:18]=[C:17](F)[N:16]=[CH:15][C:11]=3[N:12]=[CH:13][N:14]=2)[CH:5]=[CH:6][CH:7]=1.[CH3:20][O:21][C:22]1[CH:29]=[CH:28][C:25]([CH2:26][NH2:27])=[CH:24][CH:23]=1. Product: [Br:1][C:2]1[CH:3]=[C:4]([NH:8][C:9]2[C:10]3[CH:18]=[C:17]([NH:27][CH2:26][C:25]4[CH:28]=[CH:29][C:22]([O:21][CH3:20])=[CH:23][CH:24]=4)[N:16]=[CH:15][C:11]=3[N:12]=[CH:13][N:14]=2)[CH:5]=[CH:6][CH:7]=1. The catalyst class is: 8. (2) Reactant: [CH3:1][C:2]1[N:7]=[C:6]([C:8]2[N:13]=[CH:12][C:11]3[CH:14]=[N:15][NH:16][C:10]=3[CH:9]=2)[CH:5]=[N:4][CH:3]=1.Cl[C:18]1[N:23]=[C:22]([N:24]2[CH2:29][CH2:28][CH2:27][C@H:26]([NH:30][C:31](=[O:37])[O:32][C:33]([CH3:36])([CH3:35])[CH3:34])[CH2:25]2)[C:21]([F:38])=[CH:20][CH:19]=1.C(=O)([O-])[O-].[Cs+].[Cs+].CC1(C)C2C(=C(P(C3C=CC=CC=3)C3C=CC=CC=3)C=CC=2)OC2C(P(C3C=CC=CC=3)C3C=CC=CC=3)=CC=CC1=2. Product: [F:38][C:21]1[C:22]([N:24]2[CH2:29][CH2:28][CH2:27][C@H:26]([NH:30][C:31](=[O:37])[O:32][C:33]([CH3:35])([CH3:34])[CH3:36])[CH2:25]2)=[N:23][C:18]([N:16]2[C:10]3[CH:9]=[C:8]([C:6]4[CH:5]=[N:4][CH:3]=[C:2]([CH3:1])[N:7]=4)[N:13]=[CH:12][C:11]=3[CH:14]=[N:15]2)=[CH:19][CH:20]=1. The catalyst class is: 62. (3) Reactant: Cl[C:2]1[N:7]=[C:6]([N:8]([CH3:10])[CH3:9])[CH:5]=[C:4]([CH3:11])[N:3]=1.Cl.[NH2:13][C@H:14]1[CH2:18][CH2:17][N:16]([C:19](=[O:32])[CH2:20][C:21]2[CH:26]=[CH:25][C:24]([O:27][C:28]([F:31])([F:30])[F:29])=[CH:23][CH:22]=2)[CH2:15]1.C(N(CC)CC)C. Product: [CH3:9][N:8]([CH3:10])[C:6]1[CH:5]=[C:4]([CH3:11])[N:3]=[C:2]([NH:13][C@H:14]2[CH2:18][CH2:17][N:16]([C:19](=[O:32])[CH2:20][C:21]3[CH:22]=[CH:23][C:24]([O:27][C:28]([F:29])([F:30])[F:31])=[CH:25][CH:26]=3)[CH2:15]2)[N:7]=1. The catalyst class is: 32. (4) Reactant: [F:1][C:2]1[CH:11]=[C:10]([NH:12][S:13]([C:16]2[CH:21]=[CH:20][C:19]([N:22]3[CH:26]=[C:25]([CH3:27])[N:24]=[N:23]3)=[CH:18][N:17]=2)(=[O:15])=[O:14])[C:9]([F:28])=[CH:8][C:3]=1[C:4]([O:6]C)=[O:5].[OH-].[Li+].Cl. Product: [F:1][C:2]1[CH:11]=[C:10]([NH:12][S:13]([C:16]2[CH:21]=[CH:20][C:19]([N:22]3[CH:26]=[C:25]([CH3:27])[N:24]=[N:23]3)=[CH:18][N:17]=2)(=[O:15])=[O:14])[C:9]([F:28])=[CH:8][C:3]=1[C:4]([OH:6])=[O:5]. The catalyst class is: 5. (5) Reactant: FC(F)(F)C([NH:5][CH2:6][C:7]1[CH:12]=[CH:11][C:10]([F:13])=[C:9]([CH:14]2[CH2:19][CH2:18][N:17]([C:20]([C:22]3[C:30]4[C:25](=[CH:26][CH:27]=[CH:28][C:29]=4[C:31]4[CH:36]=[CH:35][N:34]=[CH:33][CH:32]=4)[N:24]([CH2:37][CH2:38][O:39][CH3:40])[CH:23]=3)=[O:21])[CH2:16][CH2:15]2)[CH:8]=1)=O.[OH-].[Na+]. Product: [NH2:5][CH2:6][C:7]1[CH:12]=[CH:11][C:10]([F:13])=[C:9]([CH:14]2[CH2:19][CH2:18][N:17]([C:20]([C:22]3[C:30]4[C:25](=[CH:26][CH:27]=[CH:28][C:29]=4[C:31]4[CH:32]=[CH:33][N:34]=[CH:35][CH:36]=4)[N:24]([CH2:37][CH2:38][O:39][CH3:40])[CH:23]=3)=[O:21])[CH2:16][CH2:15]2)[CH:8]=1. The catalyst class is: 24. (6) Reactant: [C:1]12[CH2:13][CH2:12][CH2:11][CH2:10][C:9]=1[S:8][C:7]1[C:6](=[O:14])[NH:5][N:4]=[CH:3][C:2]2=1.[C:15]([O:18][CH2:19][C:20]1[C:25]([Br:26])=[CH:24][C:23]([F:27])=[CH:22][C:21]=1Br)(=[O:17])[CH3:16].CNCCNC.C([O-])([O-])=O.[Cs+].[Cs+]. Product: [C:15]([O:18][CH2:19][C:20]1[C:21]([N:5]2[C:6](=[O:14])[C:7]3[S:8][C:9]4[CH2:10][CH2:11][CH2:12][CH2:13][C:1]=4[C:2]=3[CH:3]=[N:4]2)=[CH:22][C:23]([F:27])=[CH:24][C:25]=1[Br:26])(=[O:17])[CH3:16]. The catalyst class is: 321.